Dataset: Peptide-MHC class I binding affinity with 185,985 pairs from IEDB/IMGT. Task: Regression. Given a peptide amino acid sequence and an MHC pseudo amino acid sequence, predict their binding affinity value. This is MHC class I binding data. (1) The peptide sequence is IQRRGAQFQ. The MHC is HLA-A31:01 with pseudo-sequence HLA-A31:01. The binding affinity (normalized) is 0.0847. (2) The peptide sequence is ALINLVQYR. The MHC is HLA-A11:01 with pseudo-sequence HLA-A11:01. The binding affinity (normalized) is 0.235. (3) The peptide sequence is KYQSPVNIF. The MHC is HLA-B08:02 with pseudo-sequence HLA-B08:02. The binding affinity (normalized) is 0.0847. (4) The peptide sequence is LNYVIHKLF. The MHC is HLA-A23:01 with pseudo-sequence HLA-A23:01. The binding affinity (normalized) is 0.364. (5) The peptide sequence is GLKELGDWV. The MHC is HLA-A01:01 with pseudo-sequence HLA-A01:01. The binding affinity (normalized) is 0.0847. (6) The peptide sequence is SQTSYQYLI. The MHC is HLA-B07:02 with pseudo-sequence HLA-B07:02. The binding affinity (normalized) is 0.315. (7) The peptide sequence is RDYRTISPR. The MHC is HLA-A30:01 with pseudo-sequence HLA-A30:01. The binding affinity (normalized) is 0.297. (8) The peptide sequence is GVNDTEAHA. The MHC is HLA-B27:03 with pseudo-sequence HLA-B27:03. The binding affinity (normalized) is 0.0847.